Dataset: Serine/threonine kinase 33 screen with 319,792 compounds. Task: Binary Classification. Given a drug SMILES string, predict its activity (active/inactive) in a high-throughput screening assay against a specified biological target. (1) The molecule is O1c2cc3CC[n+]4c(c3cc2OC1)cc1c(c4)c(OC)c(OC)cc1. The result is 0 (inactive). (2) The compound is O(C(=O)N1C(CCC1)C(=O)NC(c1ccccc1)C)Cc1ccccc1. The result is 0 (inactive).